Dataset: Catalyst prediction with 721,799 reactions and 888 catalyst types from USPTO. Task: Predict which catalyst facilitates the given reaction. (1) Reactant: [F:1][C:2]([F:20])([F:19])[C:3]1[CH:8]=[CH:7][N:6]=[C:5]([NH:9][C:10](=[O:18])OC2C=CC=CC=2)[CH:4]=1.[NH2:21][CH:22]([CH2:27][CH:28]=[CH2:29])[C:23]([O:25][CH3:26])=[O:24]. Product: [F:20][C:2]([F:1])([F:19])[C:3]1[CH:8]=[CH:7][N:6]=[C:5]([NH:9][C:10]([NH:21][CH:22]([CH2:27][CH:28]=[CH2:29])[C:23]([O:25][CH3:26])=[O:24])=[O:18])[CH:4]=1. The catalyst class is: 12. (2) Reactant: O=C1C2C(=CC=CC=2)C(=O)[N:3]1[CH2:12][CH:13]([O:26][CH2:27][CH2:28][NH:29][C:30](=[O:36])[O:31][C:32]([CH3:35])([CH3:34])[CH3:33])[CH2:14][N:15]1C(=O)C2C(=CC=CC=2)C1=O.O.NN. Product: [NH2:3][CH2:12][CH:13]([O:26][CH2:27][CH2:28][NH:29][C:30](=[O:36])[O:31][C:32]([CH3:34])([CH3:33])[CH3:35])[CH2:14][NH2:15]. The catalyst class is: 8. (3) Reactant: [CH3:1][N:2]1[CH:6]=[C:5]([C:7]([O:9]CC)=[O:8])[N:4]=[N:3]1.[OH-].[Na+].Cl. Product: [CH3:1][N:2]1[CH:6]=[C:5]([C:7]([OH:9])=[O:8])[N:4]=[N:3]1. The catalyst class is: 5. (4) Reactant: [CH3:1][C:2]1[CH:7]=[C:6]([C:8]2[C:9]([O:14][C:15]3[CH:20]=[CH:19][C:18]([NH2:21])=[CH:17][CH:16]=3)=[N:10][CH:11]=[CH:12][CH:13]=2)[CH:5]=[CH:4][N:3]=1.C(=O)([O-])[O-].[Na+].[Na+].[C:28](Cl)(Cl)=[S:29]. Product: [N:21]([C:18]1[CH:17]=[CH:16][C:15]([O:14][C:9]2[C:8]([C:6]3[CH:5]=[CH:4][N:3]=[C:2]([CH3:1])[CH:7]=3)=[CH:13][CH:12]=[CH:11][N:10]=2)=[CH:20][CH:19]=1)=[C:28]=[S:29]. The catalyst class is: 22. (5) Reactant: C([N:8]1[CH2:12][CH2:11][C@@H:10]([O:13][CH:14]([C:22]2[CH:27]=[CH:26][C:25]([Cl:28])=[CH:24][CH:23]=2)[C:15]2[CH:20]=[CH:19][C:18]([Cl:21])=[CH:17][CH:16]=2)[CH2:9]1)C1C=CC=CC=1.ClC(OC(Cl)C)=O. Product: [Cl:21][C:18]1[CH:19]=[CH:20][C:15]([CH:14]([O:13][C@@H:10]2[CH2:11][CH2:12][NH:8][CH2:9]2)[C:22]2[CH:23]=[CH:24][C:25]([Cl:28])=[CH:26][CH:27]=2)=[CH:16][CH:17]=1. The catalyst class is: 26. (6) Reactant: [C:1]1(C2C=CC=CC=2)[CH:6]=[CH:5][CH:4]=[C:3]([NH:7][C:8](=[O:20])[CH2:9][CH2:10][CH2:11][CH2:12][CH2:13][NH:14][C:15](=[O:19])CCBr)[CH:2]=1.Br[CH2:28][CH2:29][C:30](Cl)=[O:31].C(Cl)Cl. Product: [CH2:30]([O:31][C:2]1[CH:1]=[CH:6][CH:5]=[CH:4][C:3]=1[NH:7][C:8](=[O:20])[C@@H:9]([NH:7][C:8](=[O:20])[CH2:9][CH2:10][CH:11]=[CH2:12])[CH2:10][CH2:11][CH2:12][CH2:13][NH:14][C:15](=[O:19])[O:31][CH2:30][C:29]1[CH:6]=[CH:1][CH:2]=[CH:3][CH:28]=1)[CH:29]=[CH2:28]. The catalyst class is: 1. (7) Reactant: [Cl:1][C:2]1[CH:3]=[CH:4][C:5]2[NH:9][C:8](=[O:10])[N:7]([CH2:11][CH2:12][CH2:13][N:14]3[CH2:44][CH2:43][C:17]4([N:21]([C:22]5[CH:27]=[CH:26][CH:25]=[CH:24][CH:23]=5)[CH2:20][N:19]([CH2:28][C:29]5[CH:30]=[C:31]([CH:39]=[CH:40][CH:41]=5)[C:32]([O:34]C(C)(C)C)=[O:33])[C:18]4=[O:42])[CH2:16][CH2:15]3)[C:6]=2[CH:45]=1. Product: [Cl:1][C:2]1[CH:3]=[CH:4][C:5]2[NH:9][C:8](=[O:10])[N:7]([CH2:11][CH2:12][CH2:13][N:14]3[CH2:44][CH2:43][C:17]4([N:21]([C:22]5[CH:27]=[CH:26][CH:25]=[CH:24][CH:23]=5)[CH2:20][N:19]([CH2:28][C:29]5[CH:30]=[C:31]([CH:39]=[CH:40][CH:41]=5)[C:32]([OH:34])=[O:33])[C:18]4=[O:42])[CH2:16][CH2:15]3)[C:6]=2[CH:45]=1. The catalyst class is: 89.